From a dataset of Full USPTO retrosynthesis dataset with 1.9M reactions from patents (1976-2016). Predict the reactants needed to synthesize the given product. (1) Given the product [OH:38][B:26]1[C@@H:25]([NH:24][C:22](=[O:23])[CH2:21][C@H:18]2[CH2:19][CH2:20][C@H:15]([NH:14][CH2:13][CH2:12][NH:11][CH2:10][CH2:9][OH:8])[CH2:16][CH2:17]2)[CH2:30][C:29]2[CH:31]=[CH:32][CH:33]=[C:34]([C:35]([OH:37])=[O:36])[C:28]=2[O:27]1, predict the reactants needed to synthesize it. The reactants are: [Si]([O:8][CH2:9][CH2:10][NH:11][CH2:12][CH2:13][NH:14][C@H:15]1[CH2:20][CH2:19][C@H:18]([CH2:21][C:22]([NH:24][C@H:25]2[CH2:30][C:29]3[CH:31]=[CH:32][CH:33]=[C:34]([C:35]([OH:37])=[O:36])[C:28]=3[O:27][B:26]2[OH:38])=[O:23])[CH2:17][CH2:16]1)(C(C)(C)C)(C)C.C(O)(C(F)(F)F)=O. (2) Given the product [Br-:13].[CH2:11]([N+:2]1[CH:1]=[C:9]2[N:4]([C:5](=[O:10])[NH:6][CH2:7][CH2:8]2)[CH:3]=1)[CH3:12], predict the reactants needed to synthesize it. The reactants are: [CH:1]1[N:2]=[CH:3][N:4]2[C:9]=1[CH2:8][CH2:7][NH:6][C:5]2=[O:10].[CH2:11]([Br:13])[CH3:12]. (3) Given the product [CH3:1][N:2]([CH3:34])[C:3]1[C:12]2[C:7](=[CH:8][CH:9]=[CH:10][CH:11]=2)[C:6]([N:13]=[N:14][C:15]2[CH:20]=[CH:19][C:18]([N:21]=[N:22][C:23]3[C:32]4[C:27](=[CH:28][CH:29]=[CH:30][CH:31]=4)[C:26]([O:33][CH2:45][CH2:44][CH2:43][CH2:42][CH2:41][CH2:40][O:39][C:35](=[O:38])[CH:36]=[CH2:37])=[CH:25][CH:24]=3)=[CH:17][CH:16]=2)=[CH:5][CH:4]=1, predict the reactants needed to synthesize it. The reactants are: [CH3:1][N:2]([CH3:34])[C:3]1[C:12]2[C:7](=[CH:8][CH:9]=[CH:10][CH:11]=2)[C:6]([N:13]=[N:14][C:15]2[CH:20]=[CH:19][C:18]([N:21]=[N:22][C:23]3[C:32]4[C:27](=[CH:28][CH:29]=[CH:30][CH:31]=4)[C:26]([OH:33])=[CH:25][CH:24]=3)=[CH:17][CH:16]=2)=[CH:5][CH:4]=1.[C:35]([O:39][CH2:40][CH2:41][CH2:42][CH2:43][CH2:44][CH2:45]I)(=[O:38])[CH:36]=[CH2:37].C(=O)([O-])[O-].[K+].[K+]. (4) The reactants are: [CH3:1][N:2]([CH3:14])[C:3]1[CH:4]=[C:5]2[C:10](=[CH:11][CH:12]=1)[N:9]=[C:8]([CH3:13])[CH:7]=[CH:6]2.[Se](=O)=[O:16]. Given the product [CH3:1][N:2]([CH3:14])[C:3]1[CH:4]=[C:5]2[C:10](=[CH:11][CH:12]=1)[N:9]=[C:8]([CH:13]=[O:16])[CH:7]=[CH:6]2, predict the reactants needed to synthesize it. (5) The reactants are: [CH3:1][N:2]1[C:11]2[C:6](=[C:7](B3OC(C)(C)C(C)(C)O3)[CH:8]=[CH:9][CH:10]=2)[CH2:5][CH2:4][C:3]1=[O:21].C([O-])([O-])=O.[Cs+].[Cs+].[CH3:28][C:29]1[C:33]([C:34]2[CH:35]=[C:36](C3C(C)=CC=C4C=3C=CC=N4)[C:37]3[NH:41][C:40](=[O:42])[NH:39][C:38]=3[CH:43]=2)=[C:32]([CH3:55])[O:31][N:30]=1. Given the product [CH3:28][C:29]1[C:33]([C:34]2[CH:35]=[C:36]([C:7]3[CH:8]=[CH:9][CH:10]=[C:11]4[C:6]=3[CH2:5][CH2:4][C:3](=[O:21])[N:2]4[CH3:1])[C:37]3[NH:41][C:40](=[O:42])[NH:39][C:38]=3[CH:43]=2)=[C:32]([CH3:55])[O:31][N:30]=1, predict the reactants needed to synthesize it. (6) Given the product [C:1]([O:5][C:6]([N:8]1[CH2:13][CH2:12][C:11]2[N:28]=[C:21]([C:22]3[CH:27]=[CH:26][CH:25]=[CH:24][CH:23]=3)[N:29]=[CH:15][C:10]=2[CH2:9]1)=[O:7])([CH3:4])([CH3:2])[CH3:3], predict the reactants needed to synthesize it. The reactants are: [C:1]([O:5][C:6]([N:8]1[CH2:13][CH2:12][C:11](=O)[C:10](=[CH:15]N(C)C)[CH2:9]1)=[O:7])([CH3:4])([CH3:3])[CH3:2].O.Cl.[C:21]([NH2:29])(=[NH:28])[C:22]1[CH:27]=[CH:26][CH:25]=[CH:24][CH:23]=1.[Na].[O-]CC. (7) Given the product [F:25][C:22]1[CH:21]=[CH:20][C:19]([CH2:17][C:15]2[CH:14]=[C:13]([C:26]3[CH:31]=[CH:30][CH:29]=[C:28]([N+:32]([O-:34])=[O:33])[CH:27]=3)[C:11]3[N:12]=[C:8]([NH2:7])[S:9][C:10]=3[CH:16]=2)=[CH:24][CH:23]=1, predict the reactants needed to synthesize it. The reactants are: C(OC(=O)[NH:7][C:8]1[S:9][C:10]2[CH:16]=[C:15]([CH:17]([C:19]3[CH:24]=[CH:23][C:22]([F:25])=[CH:21][CH:20]=3)O)[CH:14]=[C:13]([C:26]3[CH:31]=[CH:30][CH:29]=[C:28]([N+:32]([O-:34])=[O:33])[CH:27]=3)[C:11]=2[N:12]=1)(C)(C)C.[SiH](CC)(CC)CC.